This data is from Peptide-MHC class I binding affinity with 185,985 pairs from IEDB/IMGT. The task is: Regression. Given a peptide amino acid sequence and an MHC pseudo amino acid sequence, predict their binding affinity value. This is MHC class I binding data. (1) The peptide sequence is AEESLSLEA. The MHC is HLA-B40:01 with pseudo-sequence HLA-B40:01. The binding affinity (normalized) is 0.208. (2) The peptide sequence is KRMGVQMQR. The MHC is HLA-B08:03 with pseudo-sequence HLA-B08:03. The binding affinity (normalized) is 0.0847. (3) The binding affinity (normalized) is 0.193. The peptide sequence is GRSLRLSCA. The MHC is HLA-A01:01 with pseudo-sequence HLA-A01:01.